This data is from Full USPTO retrosynthesis dataset with 1.9M reactions from patents (1976-2016). The task is: Predict the reactants needed to synthesize the given product. (1) Given the product [Cl:14][C:8]1[C:7]([CH2:6][CH:2]=[O:19])=[C:12]([Cl:13])[N:11]=[CH:10][N:9]=1, predict the reactants needed to synthesize it. The reactants are: S1CCS[CH:2]1[CH2:6][C:7]1[C:8]([Cl:14])=[N:9][CH:10]=[N:11][C:12]=1[Cl:13].C(#N)C.C(=O)([O-])[O-:19].[Ca+2]. (2) Given the product [CH3:22][NH:23][C:2]1[C:11]2[C:6](=[C:7]([NH:12][S:13]([C:16]3[CH:21]=[CH:20][CH:19]=[CH:18][CH:17]=3)(=[O:15])=[O:14])[CH:8]=[CH:9][CH:10]=2)[N:5]=[CH:4][CH:3]=1, predict the reactants needed to synthesize it. The reactants are: Cl[C:2]1[C:11]2[C:6](=[C:7]([NH:12][S:13]([C:16]3[CH:21]=[CH:20][CH:19]=[CH:18][CH:17]=3)(=[O:15])=[O:14])[CH:8]=[CH:9][CH:10]=2)[N:5]=[CH:4][CH:3]=1.[CH3:22][NH2:23]. (3) Given the product [CH2:33]([O:32][C:31](=[O:35])[NH:1][C:2]1[N:3]=[C:4]2[CH:9]=[CH:8][C:7]([O:10][C:11]3[CH:16]=[CH:15][CH:14]=[C:13]([NH:17][C:18](=[O:29])[C:19]4[CH:24]=[CH:23][CH:22]=[C:21]([C:25]([F:28])([F:27])[F:26])[CH:20]=4)[CH:12]=3)=[N:6][N:5]2[CH:30]=1)[CH3:34], predict the reactants needed to synthesize it. The reactants are: [NH2:1][C:2]1[N:3]=[C:4]2[CH:9]=[CH:8][C:7]([O:10][C:11]3[CH:12]=[C:13]([NH:17][C:18](=[O:29])[C:19]4[CH:24]=[CH:23][CH:22]=[C:21]([C:25]([F:28])([F:27])[F:26])[CH:20]=4)[CH:14]=[CH:15][CH:16]=3)=[N:6][N:5]2[CH:30]=1.[C:31](Cl)(=[O:35])[O:32][CH2:33][CH3:34].C(N(CC)CC)C. (4) Given the product [CH2:20]([C:19]([C:16]1[CH:17]=[CH:18][C:13]([C:11]2[CH:12]=[C:7]([CH2:6][C:5]([OH:40])=[O:4])[CH:8]=[N:9][CH:10]=2)=[C:14]([CH3:39])[CH:15]=1)([C:22]1[CH:27]=[CH:26][C:25](/[CH:28]=[CH:29]/[C:30]2([OH:35])[CH2:31][CH2:32][CH2:33][CH2:34]2)=[C:24]([CH3:36])[CH:23]=1)[CH2:37][CH3:38])[CH3:21], predict the reactants needed to synthesize it. The reactants are: [OH-].[Na+].C[O:4][C:5](=[O:40])[CH2:6][C:7]1[CH:8]=[N:9][CH:10]=[C:11]([C:13]2[CH:18]=[CH:17][C:16]([C:19]([CH2:37][CH3:38])([C:22]3[CH:27]=[CH:26][C:25](/[CH:28]=[CH:29]/[C:30]4([OH:35])[CH2:34][CH2:33][CH2:32][CH2:31]4)=[C:24]([CH3:36])[CH:23]=3)[CH2:20][CH3:21])=[CH:15][C:14]=2[CH3:39])[CH:12]=1.[Cl-].[NH4+].